This data is from Reaction yield outcomes from USPTO patents with 853,638 reactions. The task is: Predict the reaction yield, written as a fraction of the theoretical maximum amount of product (1.0 means a 100% yield; for example, 0.34 means a 34% yield). (1) The reactants are [Cl:1][C:2]1(C2C=CC=C(C(=O)NC)C=2)[CH:7]=[CH:6][C:5]([N:8]([C:12]2[CH:17]=[CH:16][CH:15]=[CH:14][C:13]=2[C:18]([F:21])([F:20])[F:19])[C:9](=[O:11])[NH2:10])=[C:4](NC(O)=O)[CH2:3]1.[CH3:36][NH:37][C:38]([C:40]1[CH:41]=[C:42]([CH:44]=[CH:45][CH:46]=1)[NH2:43])=[O:39].C1C=CC2N(O)N=NC=2C=1.CN1CC[O:61][CH2:60]C1.CCN=C=NCCCN(C)C.Cl. The catalyst is CN(C=O)C.O. The product is [Cl:1][C:2]1([C:60](=[O:61])[NH:43][C:42]2[CH:44]=[CH:45][CH:46]=[C:40]([C:38](=[O:39])[NH:37][CH3:36])[CH:41]=2)[CH:7]=[CH:6][C:5]([N:8]([C:12]2[CH:17]=[CH:16][CH:15]=[CH:14][C:13]=2[C:18]([F:19])([F:21])[F:20])[C:9](=[O:11])[NH2:10])=[CH:4][CH2:3]1. The yield is 0.410. (2) The reactants are CON(C)[C:4](=[O:18])[C:5]1[CH:10]=[CH:9][C:8]([C:11]([F:14])([F:13])[F:12])=[CH:7][C:6]=1[O:15][CH2:16][CH3:17].[H-].[H-].[H-].[H-].[Li+].[Al+3]. No catalyst specified. The product is [CH2:16]([O:15][C:6]1[CH:7]=[C:8]([C:11]([F:12])([F:13])[F:14])[CH:9]=[CH:10][C:5]=1[CH:4]=[O:18])[CH3:17]. The yield is 0.650.